From a dataset of HIV replication inhibition screening data with 41,000+ compounds from the AIDS Antiviral Screen. Binary Classification. Given a drug SMILES string, predict its activity (active/inactive) in a high-throughput screening assay against a specified biological target. (1) The drug is COc1cc2cccc(OC)c(=O)c2c(O)c1OC. The result is 0 (inactive). (2) The molecule is O=C(NCc1ccccc1)c1cc2ccc(O)c(O)c2cn1. The result is 0 (inactive). (3) The molecule is O=S(=O)(c1ccccc1)C1(C2(S(=O)(=O)c3ccccc3)CCN=N2)CCN=N1. The result is 0 (inactive). (4) The result is 0 (inactive). The compound is CC(C)(C)C(=O)C=Cc1cccc(F)c1. (5) The compound is CC(c1ccccc1)N1OC1(c1ccccc1)c1ccccc1. The result is 0 (inactive).